Dataset: Reaction yield outcomes from USPTO patents with 853,638 reactions. Task: Predict the reaction yield, written as a fraction of the theoretical maximum amount of product (1.0 means a 100% yield; for example, 0.34 means a 34% yield). The reactants are P(Cl)(Cl)(Cl)=O.[NH:6]1[C:14]2[C:9](=[CH:10][CH:11]=[C:12]3[O:17][CH2:16][CH2:15][C:13]3=2)[CH:8]=[CH:7]1.[OH-].[Na+].O.CN(C)[C:23](=[O:25])[CH3:24]. No catalyst specified. The product is [C:23]([C:8]1[C:9]2[C:14](=[C:13]3[CH2:15][CH2:16][O:17][C:12]3=[CH:11][CH:10]=2)[NH:6][CH:7]=1)(=[O:25])[CH3:24]. The yield is 0.740.